This data is from NCI-60 drug combinations with 297,098 pairs across 59 cell lines. The task is: Regression. Given two drug SMILES strings and cell line genomic features, predict the synergy score measuring deviation from expected non-interaction effect. (1) Drug 1: CN(C)C1=NC(=NC(=N1)N(C)C)N(C)C. Drug 2: CC1=C(N=C(N=C1N)C(CC(=O)N)NCC(C(=O)N)N)C(=O)NC(C(C2=CN=CN2)OC3C(C(C(C(O3)CO)O)O)OC4C(C(C(C(O4)CO)O)OC(=O)N)O)C(=O)NC(C)C(C(C)C(=O)NC(C(C)O)C(=O)NCCC5=NC(=CS5)C6=NC(=CS6)C(=O)NCCC[S+](C)C)O. Cell line: UACC62. Synergy scores: CSS=4.27, Synergy_ZIP=-0.968, Synergy_Bliss=1.31, Synergy_Loewe=-8.62, Synergy_HSA=-0.948. (2) Drug 1: CCC1(CC2CC(C3=C(CCN(C2)C1)C4=CC=CC=C4N3)(C5=C(C=C6C(=C5)C78CCN9C7C(C=CC9)(C(C(C8N6C)(C(=O)OC)O)OC(=O)C)CC)OC)C(=O)OC)O.OS(=O)(=O)O. Drug 2: C1CNP(=O)(OC1)N(CCCl)CCCl. Cell line: UACC-257. Synergy scores: CSS=1.62, Synergy_ZIP=-0.134, Synergy_Bliss=-0.291, Synergy_Loewe=-1.10, Synergy_HSA=-0.239. (3) Synergy scores: CSS=30.3, Synergy_ZIP=0.113, Synergy_Bliss=3.78, Synergy_Loewe=-10.5, Synergy_HSA=3.77. Cell line: RPMI-8226. Drug 2: C1CN1P(=S)(N2CC2)N3CC3. Drug 1: CN(C)N=NC1=C(NC=N1)C(=O)N. (4) Drug 1: CCC1=CC2CC(C3=C(CN(C2)C1)C4=CC=CC=C4N3)(C5=C(C=C6C(=C5)C78CCN9C7C(C=CC9)(C(C(C8N6C)(C(=O)OC)O)OC(=O)C)CC)OC)C(=O)OC.C(C(C(=O)O)O)(C(=O)O)O. Drug 2: CC1=CC=C(C=C1)C2=CC(=NN2C3=CC=C(C=C3)S(=O)(=O)N)C(F)(F)F. Cell line: OVCAR-4. Synergy scores: CSS=22.2, Synergy_ZIP=-7.59, Synergy_Bliss=-2.84, Synergy_Loewe=-10.5, Synergy_HSA=-0.876.